Predict the reaction yield, written as a fraction of the theoretical maximum amount of product (1.0 means a 100% yield; for example, 0.34 means a 34% yield). From a dataset of Reaction yield outcomes from USPTO patents with 853,638 reactions. (1) The reactants are [F:1][C:2]1[CH:3]=[C:4]([N+:10]([O-:12])=[O:11])[CH:5]=[C:6]([F:9])[C:7]=1F.P([O-])([O-])([O-])=O.[K+].[K+].[K+].[C:21]1([CH:27]2[CH2:32][CH2:31][NH:30][CH2:29][CH2:28]2)[CH:26]=[CH:25][CH:24]=[CH:23][CH:22]=1. The catalyst is CS(C)=O. The product is [F:9][C:6]1[CH:5]=[C:4]([N+:10]([O-:12])=[O:11])[CH:3]=[C:2]([F:1])[C:7]=1[N:30]1[CH2:31][CH2:32][CH:27]([C:21]2[CH:26]=[CH:25][CH:24]=[CH:23][CH:22]=2)[CH2:28][CH2:29]1. The yield is 0.950. (2) The reactants are [Si:1]([O:18][CH2:19][CH:20]([OH:25])[C:21]([NH:23][CH3:24])=[O:22])([C:14]([CH3:17])([CH3:16])[CH3:15])([C:8]1[CH:13]=[CH:12][CH:11]=[CH:10][CH:9]=1)[C:2]1[CH:7]=[CH:6][CH:5]=[CH:4][CH:3]=1.[CH3:26]I. The catalyst is C1COCC1. The yield is 0.660. The product is [Si:1]([O:18][CH2:19][CH:20]([O:25][CH3:26])[C:21]([NH:23][CH3:24])=[O:22])([C:14]([CH3:17])([CH3:16])[CH3:15])([C:8]1[CH:13]=[CH:12][CH:11]=[CH:10][CH:9]=1)[C:2]1[CH:3]=[CH:4][CH:5]=[CH:6][CH:7]=1. (3) The reactants are Cl.O1CCOCC1.[NH:8]1[C:16]2[C:11](=[CH:12][C:13]([CH2:17][NH:18][C:19]([CH:21]3[CH2:26][CH2:25][N:24](C(OC(C)(C)C)=O)[CH2:23][CH2:22]3)=[O:20])=[CH:14][CH:15]=2)[CH:10]=[N:9]1.C(=O)([O-])O.[Na+]. No catalyst specified. The product is [NH:8]1[C:16]2[C:11](=[CH:12][C:13]([CH2:17][NH:18][C:19]([CH:21]3[CH2:26][CH2:25][NH:24][CH2:23][CH2:22]3)=[O:20])=[CH:14][CH:15]=2)[CH:10]=[N:9]1. The yield is 0.0900. (4) The reactants are [CH2:1]([O:4][CH2:5][CH2:6][CH2:7][CH2:8][CH2:9][CH2:10][OH:11])[CH2:2][CH3:3].C1C=C[NH+]=CC=1.C1C=C[NH+]=CC=1.[O-][Cr](O[Cr]([O-])(=O)=O)(=O)=O.ClCCl.C([O-])(=O)C.[Na+]. The catalyst is C(OCC)(=O)C. The product is [CH2:1]([O:4][CH2:5][CH2:6][CH2:7][CH2:8][CH2:9][CH:10]=[O:11])[CH2:2][CH3:3]. The yield is 0.710. (5) The reactants are [Cl:1]N1C(=O)CCC1=O.[Cl:9][C:10]1[CH:11]=[C:12]2[C:16](=[CH:17][CH:18]=1)[NH:15][C:14]([S:19][CH2:20][CH2:21][C:22]([O:24][C:25]([CH3:28])([CH3:27])[CH3:26])=[O:23])=[CH:13]2.O. The catalyst is C(OCC)(=O)C. The product is [Cl:1][C:13]1[C:12]2[C:16](=[CH:17][CH:18]=[C:10]([Cl:9])[CH:11]=2)[NH:15][C:14]=1[S:19][CH2:20][CH2:21][C:22]([O:24][C:25]([CH3:28])([CH3:27])[CH3:26])=[O:23]. The yield is 0.990. (6) The reactants are [F:1][C:2]1[CH:17]=[CH:16][C:5]2[N:6]([CH2:11][C@H:12]([CH3:15])[CH2:13]I)[C:7](=[O:10])[CH2:8][O:9][C:4]=2[CH:3]=1.[CH2:18]([CH:22]1[CH2:27][CH2:26][NH:25][CH2:24][CH2:23]1)[CH2:19][CH2:20][CH3:21]. The catalyst is CC#N. The product is [CH2:18]([CH:22]1[CH2:27][CH2:26][N:25]([CH2:13][C@@H:12]([CH3:15])[CH2:11][N:6]2[C:5]3[CH:16]=[CH:17][C:2]([F:1])=[CH:3][C:4]=3[O:9][CH2:8][C:7]2=[O:10])[CH2:24][CH2:23]1)[CH2:19][CH2:20][CH3:21]. The yield is 0.630. (7) The reactants are [Cl:1][C:2]1[S:6][C:5]([C:7]([OH:9])=O)=[CH:4][CH:3]=1.[CH2:10]([O:12][CH:13]([O:16][CH2:17][CH3:18])[CH2:14][NH2:15])[CH3:11].Cl.CN(C)CCCN=C=NCC. The catalyst is ClCCl. The product is [CH2:10]([O:12][CH:13]([O:16][CH2:17][CH3:18])[CH2:14][NH:15][C:7]([C:5]1[S:6][C:2]([Cl:1])=[CH:3][CH:4]=1)=[O:9])[CH3:11]. The yield is 0.650. (8) The reactants are Cl.[NH:2]([C:4]1[CH:12]=[CH:11][C:10]([N+:13]([O-:15])=[O:14])=[CH:9][C:5]=1[C:6]([OH:8])=[O:7])[NH2:3].[CH2:16]([O:18][C:19](=[O:26])[C:20](=O)[CH2:21][C:22](=O)[CH3:23])[CH3:17]. The catalyst is CC(O)=O. The product is [CH2:16]([O:18][C:19]([C:20]1[CH:21]=[C:22]([CH3:23])[N:2]([C:4]2[CH:12]=[CH:11][C:10]([N+:13]([O-:15])=[O:14])=[CH:9][C:5]=2[C:6]([OH:8])=[O:7])[N:3]=1)=[O:26])[CH3:17]. The yield is 0.560. (9) The reactants are C(OC([N:8]1[CH2:13][CH2:12][N:11]([C:14]2[CH:19]=[CH:18][C:17]([C:20]([F:23])([F:22])[F:21])=[CH:16][C:15]=2[Cl:24])[CH2:10][CH2:9]1)=O)(C)(C)C.FC(F)(F)C(O)=O. The catalyst is C(Cl)Cl. The product is [Cl:24][C:15]1[CH:16]=[C:17]([C:20]([F:21])([F:22])[F:23])[CH:18]=[CH:19][C:14]=1[N:11]1[CH2:12][CH2:13][NH:8][CH2:9][CH2:10]1. The yield is 0.460.